Dataset: Full USPTO retrosynthesis dataset with 1.9M reactions from patents (1976-2016). Task: Predict the reactants needed to synthesize the given product. (1) Given the product [NH2:1][C:2]1[C:14]([Cl:15])=[CH:13][C:5]2[C:6](=[O:7])[N:8]([CH3:9])[CH2:10][CH2:11][O:16][C:4]=2[CH:3]=1, predict the reactants needed to synthesize it. The reactants are: [NH2:1][C:2]1[C:14]([Cl:15])=[CH:13][C:5]([C:6]([N:8]([CH2:10][CH2:11]O)[CH3:9])=[O:7])=[C:4]([OH:16])[CH:3]=1.C1(P(C2C=CC=CC=2)C2C=CC=CC=2)C=CC=CC=1.CCOC(/N=N/C(OCC)=O)=O. (2) Given the product [CH2:12]([NH:11][C:4]1[C:5]2[O:10][CH:9]=[CH:8][C:6]=2[N:7]=[C:2]([NH:23][C:22]2[CH:21]=[CH:20][C:19]([S:16]([CH3:15])(=[O:18])=[O:17])=[CH:25][CH:24]=2)[N:3]=1)[CH:14]=[CH2:13], predict the reactants needed to synthesize it. The reactants are: Cl[C:2]1[N:3]=[C:4]([NH:11][CH:12]2[CH2:14][CH2:13]2)[C:5]2[O:10][CH:9]=[CH:8][C:6]=2[N:7]=1.[CH3:15][S:16]([C:19]1[CH:25]=[CH:24][C:22]([NH2:23])=[CH:21][CH:20]=1)(=[O:18])=[O:17].CC(C1C=C(C(C)C)C(C2C=CC=CC=2P(C2CCCCC2)C2CCCCC2)=C(C(C)C)C=1)C.C([O-])([O-])=O.[K+].[K+]. (3) Given the product [C:38]([C:35]1[CH:34]=[CH:33][C:32]([CH2:31][N:25]2[C:26](=[O:30])[N:27]([CH2:28][CH3:29])[C:23]([CH2:22][CH2:21][CH2:20][C:17]3[CH:18]=[CH:19][C:14]([C:8]4[N:7]=[C:6]([CH2:5][OH:4])[C:11]([O:12][CH3:13])=[CH:10][N:9]=4)=[CH:15][CH:16]=3)=[N:24]2)=[CH:37][CH:36]=1)([CH3:39])([CH3:40])[CH3:41], predict the reactants needed to synthesize it. The reactants are: C([O:4][CH2:5][C:6]1[C:11]([O:12][CH3:13])=[CH:10][N:9]=[C:8]([C:14]2[CH:19]=[CH:18][C:17]([CH2:20][CH2:21][CH2:22][C:23]3[N:27]([CH2:28][CH3:29])[C:26](=[O:30])[N:25]([CH2:31][C:32]4[CH:37]=[CH:36][C:35]([C:38]([CH3:41])([CH3:40])[CH3:39])=[CH:34][CH:33]=4)[N:24]=3)=[CH:16][CH:15]=2)[N:7]=1)(=O)C.CO.C([O-])([O-])=O.[K+].[K+]. (4) Given the product [CH:44]1([N:35]2[CH:39]=[C:38]([C:2]3[CH:11]=[C:10]4[C:5]([NH:6][C@@H:7]([CH3:20])[CH2:8][N:9]4[C:12]([O:14][CH:15]4[CH2:16][CH2:17][CH2:18][CH2:19]4)=[O:13])=[CH:4][CH:3]=3)[CH:37]=[N:36]2)[CH2:42][CH2:41]1, predict the reactants needed to synthesize it. The reactants are: Br[C:2]1[CH:11]=[C:10]2[C:5]([N:6](C(=O)C(F)(F)F)[C@@H:7]([CH3:20])[CH2:8][N:9]2[C:12]([O:14][CH:15]2[CH2:19][CH2:18][CH2:17][CH2:16]2)=[O:13])=[CH:4][CH:3]=1.CC1(C)C(C)(C)OB([N:35]2[CH:39]=[CH:38][CH:37]=[N:36]2)O1.[CH3:41][CH:42]([C:44]1C=C(C(C)C)C(C2C=CC=CC=2P(C2CCCCC2)C2CCCCC2)=C(C(C)C)C=1)C.C(=O)([O-])[O-].[Cs+].[Cs+]. (5) Given the product [I:18][C:30]1[CH:31]=[C:26]([CH2:25][C:20]2[N:21]=[CH:22][CH:23]=[CH:24][N:19]=2)[CH:27]=[CH:28][C:29]=1[OH:32], predict the reactants needed to synthesize it. The reactants are: [B-](F)(F)(F)F.C1C=CN=CC=1.C1C=CN=CC=1.[IH2+:18].[N:19]1[CH:24]=[CH:23][CH:22]=[N:21][C:20]=1[CH2:25][C:26]1[CH:31]=[CH:30][C:29]([OH:32])=[CH:28][CH:27]=1.C(O)(C(F)(F)F)=O. (6) Given the product [CH3:14][C:12]1[C:11]([C:15]([F:16])([F:17])[F:18])=[CH:10][C:9]2[NH:19][C:20](=[O:42])[CH2:21][C:22]([C:24]3[CH:29]=[CH:28][CH:27]=[C:26]([C:30]4[CH:35]=[CH:34][N:33]=[C:32]([N:36]5[CH2:37][CH2:38][O:39][CH2:40][CH2:41]5)[CH:31]=4)[CH:25]=3)=[N:7][C:8]=2[CH:13]=1, predict the reactants needed to synthesize it. The reactants are: C(OC(=O)[NH:7][C:8]1[CH:13]=[C:12]([CH3:14])[C:11]([C:15]([F:18])([F:17])[F:16])=[CH:10][C:9]=1[NH:19][C:20](=[O:42])[CH2:21][C:22]([C:24]1[CH:29]=[CH:28][CH:27]=[C:26]([C:30]2[CH:35]=[CH:34][N:33]=[C:32]([N:36]3[CH2:41][CH2:40][O:39][CH2:38][CH2:37]3)[CH:31]=2)[CH:25]=1)=O)(C)(C)C.C(O)(C(F)(F)F)=O. (7) Given the product [OH:1][CH2:2][C:3]([CH3:20])([CH3:19])[CH2:4][NH:5][S:6]([CH2:9][C:10]1[CH:15]=[CH:14][C:13]([NH:16][CH:25]=[C:26]2[C:37]3[C:29](=[CH:30][CH:31]=[C:32]4[C:36]=3[S:35][CH:34]=[N:33]4)[NH:28][C:27]2=[O:38])=[CH:12][CH:11]=1)(=[O:8])=[O:7], predict the reactants needed to synthesize it. The reactants are: [OH:1][CH2:2][C:3]([CH3:20])([CH3:19])[CH2:4][NH:5][S:6]([CH2:9][C:10]1[CH:15]=[CH:14][C:13]([N+:16]([O-])=O)=[CH:12][CH:11]=1)(=[O:8])=[O:7].Cl.CN([CH:25]=[C:26]1[C:37]2[C:29](=[CH:30][CH:31]=[C:32]3[C:36]=2[S:35][CH:34]=[N:33]3)[NH:28][C:27]1=[O:38])C.